This data is from Peptide-MHC class II binding affinity with 134,281 pairs from IEDB. The task is: Regression. Given a peptide amino acid sequence and an MHC pseudo amino acid sequence, predict their binding affinity value. This is MHC class II binding data. The peptide sequence is EKKLFAATQFEPLAA. The MHC is DRB1_0101 with pseudo-sequence DRB1_0101. The binding affinity (normalized) is 0.630.